This data is from NCI-60 drug combinations with 297,098 pairs across 59 cell lines. The task is: Regression. Given two drug SMILES strings and cell line genomic features, predict the synergy score measuring deviation from expected non-interaction effect. (1) Drug 1: C1CC(=O)NC(=O)C1N2C(=O)C3=CC=CC=C3C2=O. Drug 2: CC(C)CN1C=NC2=C1C3=CC=CC=C3N=C2N. Cell line: SR. Synergy scores: CSS=4.39, Synergy_ZIP=1.16, Synergy_Bliss=0.894, Synergy_Loewe=4.87, Synergy_HSA=-0.753. (2) Drug 1: CC1C(C(CC(O1)OC2CC(CC3=C2C(=C4C(=C3O)C(=O)C5=C(C4=O)C(=CC=C5)OC)O)(C(=O)C)O)N)O.Cl. Drug 2: C1=CC(=CC=C1CC(C(=O)O)N)N(CCCl)CCCl.Cl. Cell line: RPMI-8226. Synergy scores: CSS=42.7, Synergy_ZIP=-0.220, Synergy_Bliss=5.35, Synergy_Loewe=-24.6, Synergy_HSA=4.04. (3) Drug 1: C1=CC(=CC=C1CCC2=CNC3=C2C(=O)NC(=N3)N)C(=O)NC(CCC(=O)O)C(=O)O. Drug 2: C1C(C(OC1N2C=NC3=C2NC=NCC3O)CO)O. Cell line: HCC-2998. Synergy scores: CSS=29.0, Synergy_ZIP=0.335, Synergy_Bliss=-0.675, Synergy_Loewe=-12.1, Synergy_HSA=-0.516. (4) Drug 1: C1=CC(=CC=C1CC(C(=O)O)N)N(CCCl)CCCl.Cl. Drug 2: CC=C1C(=O)NC(C(=O)OC2CC(=O)NC(C(=O)NC(CSSCCC=C2)C(=O)N1)C(C)C)C(C)C. Cell line: BT-549. Synergy scores: CSS=49.0, Synergy_ZIP=9.08, Synergy_Bliss=10.9, Synergy_Loewe=-18.9, Synergy_HSA=10.5. (5) Drug 1: C1=CC(=C2C(=C1NCCNCCO)C(=O)C3=C(C=CC(=C3C2=O)O)O)NCCNCCO. Drug 2: CN1C2=C(C=C(C=C2)N(CCCl)CCCl)N=C1CCCC(=O)O.Cl. Cell line: UO-31. Synergy scores: CSS=15.0, Synergy_ZIP=-4.36, Synergy_Bliss=-7.17, Synergy_Loewe=-15.9, Synergy_HSA=-3.35. (6) Drug 1: C1=CC(=CC=C1CCCC(=O)O)N(CCCl)CCCl. Drug 2: CC1C(C(=O)NC(C(=O)N2CCCC2C(=O)N(CC(=O)N(C(C(=O)O1)C(C)C)C)C)C(C)C)NC(=O)C3=C4C(=C(C=C3)C)OC5=C(C(=O)C(=C(C5=N4)C(=O)NC6C(OC(=O)C(N(C(=O)CN(C(=O)C7CCCN7C(=O)C(NC6=O)C(C)C)C)C)C(C)C)C)N)C. Cell line: M14. Synergy scores: CSS=-1.89, Synergy_ZIP=-6.93, Synergy_Bliss=-7.43, Synergy_Loewe=-8.70, Synergy_HSA=-8.80. (7) Drug 1: C1=CC(=CC=C1CC(C(=O)O)N)N(CCCl)CCCl.Cl. Drug 2: COCCOC1=C(C=C2C(=C1)C(=NC=N2)NC3=CC=CC(=C3)C#C)OCCOC.Cl. Cell line: SW-620. Synergy scores: CSS=8.48, Synergy_ZIP=-4.68, Synergy_Bliss=-3.80, Synergy_Loewe=-10.5, Synergy_HSA=-7.42. (8) Drug 1: C1C(C(OC1N2C=C(C(=O)NC2=O)F)CO)O. Drug 2: CCC1=C2CN3C(=CC4=C(C3=O)COC(=O)C4(CC)O)C2=NC5=C1C=C(C=C5)O. Cell line: CAKI-1. Synergy scores: CSS=1.27, Synergy_ZIP=-3.02, Synergy_Bliss=-1.91, Synergy_Loewe=-17.2, Synergy_HSA=-4.16. (9) Drug 1: C1CCC(CC1)NC(=O)N(CCCl)N=O. Synergy scores: CSS=8.45, Synergy_ZIP=5.24, Synergy_Bliss=12.0, Synergy_Loewe=9.81, Synergy_HSA=10.3. Cell line: OVCAR-5. Drug 2: CC1C(C(=O)NC(C(=O)N2CCCC2C(=O)N(CC(=O)N(C(C(=O)O1)C(C)C)C)C)C(C)C)NC(=O)C3=C4C(=C(C=C3)C)OC5=C(C(=O)C(=C(C5=N4)C(=O)NC6C(OC(=O)C(N(C(=O)CN(C(=O)C7CCCN7C(=O)C(NC6=O)C(C)C)C)C)C(C)C)C)N)C. (10) Drug 1: CC(C)CN1C=NC2=C1C3=CC=CC=C3N=C2N. Drug 2: C1C(C(OC1N2C=NC(=NC2=O)N)CO)O. Cell line: PC-3. Synergy scores: CSS=4.61, Synergy_ZIP=-3.46, Synergy_Bliss=-4.16, Synergy_Loewe=-7.25, Synergy_HSA=-6.31.